Dataset: Catalyst prediction with 721,799 reactions and 888 catalyst types from USPTO. Task: Predict which catalyst facilitates the given reaction. (1) Reactant: Cl[C:2]1[N:7]=[N:6][C:5]([NH:8][CH2:9][C:10]2([C:14]3[C:19]([F:20])=[CH:18][CH:17]=[CH:16][N:15]=3)[CH2:13][CH2:12][CH2:11]2)=[CH:4][CH:3]=1.[CH3:21][O:22][C:23]1[C:28](B(O)O)=[CH:27][CH:26]=[CH:25][N:24]=1.C(=O)([O-])[O-].[K+].[K+].O1CCOCC1. Product: [F:20][C:19]1[C:14]([C:10]2([CH2:9][NH:8][C:5]3[N:6]=[N:7][C:2]([C:28]4[C:23]([O:22][CH3:21])=[N:24][CH:25]=[CH:26][CH:27]=4)=[CH:3][CH:4]=3)[CH2:13][CH2:12][CH2:11]2)=[N:15][CH:16]=[CH:17][CH:18]=1. The catalyst class is: 69. (2) Reactant: [NH:1]1[CH2:6][CH2:5][CH:4]([NH:7][C:8]([NH:10][C:11]2[CH:16]=[CH:15][C:14]([C:17]([F:20])([F:19])[F:18])=[CH:13][CH:12]=2)=[O:9])[CH2:3][CH2:2]1.CCN(CC)CC.[C:28](OC(=O)C)(=[O:30])[CH3:29]. Product: [C:28]([N:1]1[CH2:6][CH2:5][CH:4]([NH:7][C:8]([NH:10][C:11]2[CH:16]=[CH:15][C:14]([C:17]([F:18])([F:19])[F:20])=[CH:13][CH:12]=2)=[O:9])[CH2:3][CH2:2]1)(=[O:30])[CH3:29]. The catalyst class is: 2. (3) Reactant: [C:1]1(=[O:6])[CH2:5][CH2:4][CH2:3][CH2:2]1.[C:7](OCC)(=[O:13])[C:8]([O:10][CH2:11][CH3:12])=[O:9].[H-].[Na+]. Product: [O:13]=[C:7]([CH:2]1[CH2:3][CH2:4][CH2:5][C:1]1=[O:6])[C:8]([O:10][CH2:11][CH3:12])=[O:9]. The catalyst class is: 7. (4) Reactant: [NH2:1][C:2]1[CH:3]=[CH:4][C:5]2[CH2:11][CH2:10][C:9](=[O:12])[CH2:8][CH2:7][C:6]=2[CH:13]=1.C(=O)([O-])[O-].[Na+].[Na+].Cl[C:21]([O:23][CH2:24][C:25]1[CH:30]=[CH:29][CH:28]=[CH:27][CH:26]=1)=[O:22]. Product: [CH2:24]([O:23][C:21](=[O:22])[NH:1][C:2]1[CH:3]=[CH:4][C:5]2[CH2:11][CH2:10][C:9](=[O:12])[CH2:8][CH2:7][C:6]=2[CH:13]=1)[C:25]1[CH:30]=[CH:29][CH:28]=[CH:27][CH:26]=1. The catalyst class is: 95. (5) Reactant: [F:1][C:2]1[CH:33]=[CH:32][C:5]([O:6][C:7]2[CH:8]=[C:9]([NH:13][C:14]([CH:16]3[CH2:21][CH2:20][N:19]([C:22]4[C:23]5[C:30]([CH3:31])=[CH:29][NH:28][C:24]=5[N:25]=[CH:26][N:27]=4)[CH2:18][CH2:17]3)=O)[CH:10]=[CH:11][CH:12]=2)=[CH:4][CH:3]=1.[H-].[Al+3].[Li+].[H-].[H-].[H-]. Product: [F:1][C:2]1[CH:33]=[CH:32][C:5]([O:6][C:7]2[CH:8]=[C:9]([NH:13][CH2:14][CH:16]3[CH2:21][CH2:20][N:19]([C:22]4[C:23]5[C:30]([CH3:31])=[CH:29][NH:28][C:24]=5[N:25]=[CH:26][N:27]=4)[CH2:18][CH2:17]3)[CH:10]=[CH:11][CH:12]=2)=[CH:4][CH:3]=1. The catalyst class is: 7. (6) Reactant: [F:1][C:2]1[CH:11]=[C:10]2[C:5]([CH:6]=[C:7]([CH2:16][C:17]([O:19][CH3:20])=[O:18])[C:8]([CH3:15])=[C:9]2[C:12]([OH:14])=O)=[CH:4][CH:3]=1.[F:21][C:22]1[CH:27]=[CH:26][C:25]([N:28]2[CH2:33][CH2:32][NH:31][CH2:30][CH2:29]2)=[CH:24][CH:23]=1.F[P-](F)(F)(F)(F)F.Br[P+](N1CCCC1)(N1CCCC1)N1CCCC1.C(N(CC)C(C)C)(C)C. Product: [CH3:20][O:19][C:17](=[O:18])[CH2:16][C:7]1[C:8]([CH3:15])=[C:9]([C:12]([N:31]2[CH2:30][CH2:29][N:28]([C:25]3[CH:24]=[CH:23][C:22]([F:21])=[CH:27][CH:26]=3)[CH2:33][CH2:32]2)=[O:14])[C:10]2[C:5](=[CH:4][CH:3]=[C:2]([F:1])[CH:11]=2)[CH:6]=1. The catalyst class is: 42. (7) Reactant: [N:1]1([CH2:6][CH2:7][O:8][C:9]2[CH:14]=[CH:13][C:12]([N:15]([CH2:24][C:25]3[CH:30]=[CH:29][C:28]([O:31]C4CCCCO4)=[CH:27][CH:26]=3)[C:16]([CH:18]3[CH2:23][CH2:22][CH2:21][CH2:20][CH2:19]3)=[O:17])=[CH:11][CH:10]=2)[CH2:5][CH2:4][CH2:3][CH2:2]1.C1(C)C=CC(S([O-])(=O)=O)=CC=1.[NH+]1C=CC=CC=1.Cl. Product: [OH:31][C:28]1[CH:27]=[CH:26][C:25]([CH2:24][N:15]([C:12]2[CH:13]=[CH:14][C:9]([O:8][CH2:7][CH2:6][N:1]3[CH2:5][CH2:4][CH2:3][CH2:2]3)=[CH:10][CH:11]=2)[C:16]([CH:18]2[CH2:23][CH2:22][CH2:21][CH2:20][CH2:19]2)=[O:17])=[CH:30][CH:29]=1. The catalyst class is: 8.